Dataset: Peptide-MHC class II binding affinity with 134,281 pairs from IEDB. Task: Regression. Given a peptide amino acid sequence and an MHC pseudo amino acid sequence, predict their binding affinity value. This is MHC class II binding data. The peptide sequence is GKARTAWVDSGAQLG. The MHC is DRB1_0802 with pseudo-sequence DRB1_0802. The binding affinity (normalized) is 0.169.